From a dataset of Peptide-MHC class I binding affinity with 185,985 pairs from IEDB/IMGT. Regression. Given a peptide amino acid sequence and an MHC pseudo amino acid sequence, predict their binding affinity value. This is MHC class I binding data. (1) The peptide sequence is MFLMTATLE. The MHC is HLA-A02:01 with pseudo-sequence HLA-A02:01. The binding affinity (normalized) is 0. (2) The peptide sequence is QPQWIAASII. The MHC is HLA-B07:02 with pseudo-sequence HLA-B07:02. The binding affinity (normalized) is 0.476. (3) The peptide sequence is EYARNNHL. The MHC is H-2-Kd with pseudo-sequence H-2-Kd. The binding affinity (normalized) is 0.340.